Task: Predict the reaction yield, written as a fraction of the theoretical maximum amount of product (1.0 means a 100% yield; for example, 0.34 means a 34% yield).. Dataset: Reaction yield outcomes from USPTO patents with 853,638 reactions The reactants are C1(P(C2C=CC=CC=2)C2C=CC=CC=2)C=CC=CC=1.[O:20]1[CH2:25][CH2:24][N:23]([CH2:26][CH2:27][CH2:28][OH:29])[CH2:22][CH2:21]1.[CH3:30][C:31]1([CH3:45])[C:35]([CH3:37])([CH3:36])[O:34][B:33]([C:38]2[CH:43]=[CH:42][C:41](O)=[CH:40][CH:39]=2)[O:32]1.N(C(N1CCCCC1)=O)=NC(N1CCCCC1)=O. The catalyst is C1COCC1. The product is [CH3:36][C:35]1([CH3:37])[C:31]([CH3:30])([CH3:45])[O:32][B:33]([C:38]2[CH:43]=[CH:42][C:41]([O:29][CH2:28][CH2:27][CH2:26][N:23]3[CH2:24][CH2:25][O:20][CH2:21][CH2:22]3)=[CH:40][CH:39]=2)[O:34]1. The yield is 0.570.